Predict the reactants needed to synthesize the given product. From a dataset of Full USPTO retrosynthesis dataset with 1.9M reactions from patents (1976-2016). (1) Given the product [Cl:35][C:36]1[N:41]=[CH:40][C:39]2[N:43]([CH3:11])[C:7](=[O:9])[C@H:2]3[CH2:3][CH2:4][CH2:5][CH2:6][N:1]3[C:38]=2[N:37]=1, predict the reactants needed to synthesize it. The reactants are: [NH:1]1[CH2:6][CH2:5][CH2:4][CH2:3][C@@H:2]1[C:7]([OH:9])=O.N[C@H:11](CC)C(O)=O.N[C@H](CC)C(OC)=O.COC(C1CCCCN1)=O.[Cl:35][C:36]1[N:41]=[C:40](Cl)[C:39]([N+:43]([O-])=O)=[CH:38][N:37]=1. (2) Given the product [F:17][C:18]1[CH:19]=[CH:20][C:21]([C:24]2[O:28][N:27]=[C:26]([C:29]([N:8]3[CH2:7][C@H:6]([CH2:1][CH2:5][CH3:4])[NH:11][C:10](=[O:12])[C@@H:9]3[CH2:13][CH:14]([CH3:15])[CH3:16])=[O:30])[CH:25]=2)=[CH:22][CH:23]=1, predict the reactants needed to synthesize it. The reactants are: [CH:1]1([C@@H:6]2[NH:11][C:10](=[O:12])[C@H:9]([CH2:13][CH:14]([CH3:16])[CH3:15])[NH:8][CH2:7]2)[CH2:5][CH2:4]CC1.[F:17][C:18]1[CH:23]=[CH:22][C:21]([C:24]2[O:28][N:27]=[C:26]([C:29](O)=[O:30])[CH:25]=2)=[CH:20][CH:19]=1.C([C@@H]1N(C(=O)/C=C/C2C=CC=CC=2)C[C@H](CC(C)C)NC1=O)C(C)C.